The task is: Predict the reaction yield, written as a fraction of the theoretical maximum amount of product (1.0 means a 100% yield; for example, 0.34 means a 34% yield).. This data is from Reaction yield outcomes from USPTO patents with 853,638 reactions. (1) The reactants are [Cl:1][C:2]1[CH:11]=[C:10]([F:12])[C:5]([C:6]([O:8]C)=[O:7])=[C:4]([NH:13]C(OC(C)(C)C)=O)[CH:3]=1. The catalyst is C(Cl)Cl.FC(F)(F)C(O)=O. The product is [NH2:13][C:4]1[CH:3]=[C:2]([Cl:1])[CH:11]=[C:10]([F:12])[C:5]=1[C:6]([OH:8])=[O:7]. The yield is 0.690. (2) The reactants are [CH2:1]([N:5]1[C:14]2[C:9](=[N:10][CH:11]=[C:12]([CH2:15][C:16]3[CH:21]=[CH:20][C:19]([F:22])=[CH:18][CH:17]=3)[CH:13]=2)[C:8]([OH:23])=[C:7]([C:24](OCC)=[O:25])[C:6]1=[O:29])[CH2:2][CH2:3][CH3:4].[NH2:30][CH2:31][C:32]([CH3:36])([CH3:35])[CH2:33][OH:34]. No catalyst specified. The product is [CH2:1]([N:5]1[C:14]2[C:9](=[N:10][CH:11]=[C:12]([CH2:15][C:16]3[CH:17]=[CH:18][C:19]([F:22])=[CH:20][CH:21]=3)[CH:13]=2)[C:8]([OH:23])=[C:7]([C:24]([NH:30][CH2:31][C:32]([CH3:36])([CH3:35])[CH2:33][OH:34])=[O:25])[C:6]1=[O:29])[CH2:2][CH2:3][CH3:4]. The yield is 0.530.